From a dataset of Reaction yield outcomes from USPTO patents with 853,638 reactions. Predict the reaction yield, written as a fraction of the theoretical maximum amount of product (1.0 means a 100% yield; for example, 0.34 means a 34% yield). (1) The yield is 0.450. The product is [CH3:1][O:2][C:3]1[CH:4]=[C:5]([NH:6][C:17]2[N:21]=[C:20]([N:22]3[CH2:25][CH2:24][CH:23]3[C:26]3[CH:27]=[CH:28][CH:29]=[CH:30][CH:31]=3)[N:19]([CH3:32])[N:18]=2)[CH:7]=[CH:8][C:9]=1[N:10]1[CH:14]=[C:13]([CH3:15])[N:12]=[CH:11]1. The catalyst is C([O-])(=O)C.[Pd+2].C([O-])(=O)C.O1CCOCC1. The reactants are [CH3:1][O:2][C:3]1[CH:4]=[C:5]([CH:7]=[CH:8][C:9]=1[N:10]1[CH:14]=[C:13]([CH3:15])[N:12]=[CH:11]1)[NH2:6].Br[C:17]1[N:21]=[C:20]([N:22]2[CH2:25][CH2:24][CH:23]2[C:26]2[CH:31]=[CH:30][CH:29]=[CH:28][CH:27]=2)[N:19]([CH3:32])[N:18]=1.CC1(C)C2C=CC=C(P(C3C=CC=CC=3)C3C=CC=CC=3)C=2OC2C1=CC=CC=2P(C1C=CC=CC=1)C1C=CC=CC=1.C(=O)([O-])[O-].[Cs+].[Cs+]. (2) The reactants are [Br:1][C:2]1[N:3]=[CH:4][C:5]([NH2:8])=[N:6][CH:7]=1.ClC1C=C(Cl)C=C(Cl)C=1[C:18](C1C(Cl)=CC(Cl)=CC=1Cl)([C:22]([O-])=[O:23])[C:19]([O-])=[O:20]. The catalyst is C1COCC1. The product is [Br:1][C:2]1[N:3]=[CH:4][C:5]2[N:6]([CH:7]=1)[C:19](=[O:20])[CH:18]=[C:22]([OH:23])[N:8]=2. The yield is 0.740. (3) The catalyst is O=S(Cl)Cl.O.CCN(CC)CC.N1C=CC=CC=1. The product is [N+:22]([C:25]1[CH:31]=[CH:30][C:28]([NH:29][C:12](=[O:14])[C:11]2[CH:10]=[CH:9][C:8]([NH:7][C:4]3[CH:3]=[CH:2][N:1]=[CH:6][CH:5]=3)=[CH:16][CH:15]=2)=[CH:27][CH:26]=1)([O-:24])=[O:23]. The reactants are [N:1]1[CH:6]=[CH:5][C:4]([NH:7][C:8]2[CH:16]=[CH:15][C:11]([C:12]([OH:14])=O)=[CH:10][CH:9]=2)=[CH:3][CH:2]=1.CN(C=O)C.[N+:22]([C:25]1[CH:31]=[CH:30][C:28]([NH2:29])=[CH:27][CH:26]=1)([O-:24])=[O:23].N. The yield is 0.320.